From a dataset of Full USPTO retrosynthesis dataset with 1.9M reactions from patents (1976-2016). Predict the reactants needed to synthesize the given product. (1) Given the product [CH3:1][O:2][C:3]1[C:12]2[C:7](=[C:8]([CH3:13])[CH:9]=[CH:10][CH:11]=2)[C:6]([C:14]([OH:21])=[O:15])=[CH:5][CH:4]=1, predict the reactants needed to synthesize it. The reactants are: [CH3:1][O:2][C:3]1[C:12]2[C:7](=[C:8]([CH3:13])[CH:9]=[CH:10][CH:11]=2)[C:6]([CH:14]=[O:15])=[CH:5][CH:4]=1.CC(=CC)C.[O-:21]Cl=O.[Na+]. (2) Given the product [Cl:1][C:2]1[CH:3]=[N:4][CH:5]=[C:6]([Cl:27])[C:7]=1[NH:8][C:9]1[N:13]([CH3:14])[C:12]2[C:15]3[CH2:16][C:17]([CH3:26])([CH3:25])[O:18][C:19]=3[C:20]([C:22]([NH:28][C:29]3[CH:34]=[CH:33][C:32]([C:35]([F:37])([F:36])[F:38])=[CH:31][N:30]=3)=[O:23])=[CH:21][C:11]=2[N:10]=1, predict the reactants needed to synthesize it. The reactants are: [Cl:1][C:2]1[CH:3]=[N:4][CH:5]=[C:6]([Cl:27])[C:7]=1[NH:8][C:9]1[N:13]([CH3:14])[C:12]2[C:15]3[CH2:16][C:17]([CH3:26])([CH3:25])[O:18][C:19]=3[C:20]([C:22](O)=[O:23])=[CH:21][C:11]=2[N:10]=1.[NH2:28][C:29]1[CH:34]=[CH:33][C:32]([C:35]([F:38])([F:37])[F:36])=[CH:31][N+:30]=1[O-].S(Cl)(Cl)=O.CCN(C(C)C)C(C)C. (3) Given the product [NH:1]1[C:10]2[C:5](=[CH:6][CH:7]=[CH:8][CH:9]=2)[CH2:4][CH:3]([NH:11][C:12](=[O:18])[O:13][C:14]([CH3:16])([CH3:15])[CH3:17])[CH2:2]1, predict the reactants needed to synthesize it. The reactants are: [N:1]1[C:10]2[C:5](=[CH:6][CH:7]=[CH:8][CH:9]=2)[CH:4]=[C:3]([NH:11][C:12](=[O:18])[O:13][C:14]([CH3:17])([CH3:16])[CH3:15])[CH:2]=1.C(O)(=O)C. (4) The reactants are: [OH:1][C:2]1[CH:3]=[C:4]([CH:9]=[CH:10][CH:11]=1)[C:5]([O:7][CH3:8])=[O:6].[CH3:25][CH:23]([O:22][C:20](/N=N/[C:20]([O:22][CH:23]([CH3:25])C)=O)=O)C.[C:26]1(P(C2C=CC=CC=2)C2C=CC=CC=2)C=CC=CC=1. Given the product [CH3:25][CH2:23][O:22][CH2:20][CH2:26][O:1][C:2]1[CH:3]=[C:4]([CH:9]=[CH:10][CH:11]=1)[C:5]([O:7][CH3:8])=[O:6], predict the reactants needed to synthesize it. (5) Given the product [C:30]([O:29][C:27]([NH:26][C:19]1[C:16]2=[N:17][CH:8]=[C:6]([CH:2]=[CH2:11])[CH:7]=[C:15]2[S:21][C:20]=1[C:22]([O:24][CH3:25])=[O:23])=[O:28])([CH3:33])([CH3:32])[CH3:31], predict the reactants needed to synthesize it. The reactants are: C[C:2]1([CH3:11])[C:6]([CH3:8])([CH3:7])OB(C=C)O1.BrC1C=[C:15]2[S:21][C:20]([C:22]([O:24][CH3:25])=[O:23])=[C:19]([NH:26][C:27]([O:29][C:30]([CH3:33])([CH3:32])[CH3:31])=[O:28])[C:16]2=[N:17]C=1.CCN(C(C)C)C(C)C. (6) Given the product [CH:1]([N:4]1[C:12]2[C:7](=[CH:8][CH:9]=[CH:10][C:11]=2[CH3:13])[C:6]([C:14]2[CH:15]=[CH:16][C:17]([OH:20])=[CH:18][CH:19]=2)=[N:5]1)([CH3:3])[CH3:2], predict the reactants needed to synthesize it. The reactants are: [CH:1]([N:4]1[C:12]2[C:7](=[CH:8][CH:9]=[CH:10][C:11]=2[CH3:13])[C:6]([C:14]2[CH:19]=[CH:18][C:17]([O:20]C)=[CH:16][CH:15]=2)=[N:5]1)([CH3:3])[CH3:2].B(Br)(Br)Br.C1CCCCC=1. (7) Given the product [OH:1][CH2:2][C:3]1[CH:8]=[C:7]([C:9]([SH:12])([CH3:10])[CH3:11])[CH:6]=[C:5]([CH2:13][OH:14])[CH:4]=1, predict the reactants needed to synthesize it. The reactants are: [OH:1][CH2:2][C:3]1[CH:4]=[C:5]([CH:13](C(C)(C)C)[O:14][SiH](C)C)[CH:6]=[C:7]([C:9]([SH:12])([CH3:11])[CH3:10])[CH:8]=1. (8) Given the product [C:1]12([C:11]3[O:12][CH2:15][CH2:14][N:13]=3)[CH2:8][CH:7]3[CH2:6][CH:5]([CH2:4][CH:3]([CH2:9]3)[CH2:2]1)[CH2:10]2, predict the reactants needed to synthesize it. The reactants are: [C:1]12([CH2:11][OH:12])[CH2:10][CH:5]3[CH2:6][CH:7]([CH2:9][CH:3]([CH2:4]3)[CH2:2]1)[CH2:8]2.[NH2:13][CH2:14][CH2:15]O. (9) The reactants are: C([N:4](C(C)C)CC)(C)C.[CH3:10][S:11]([C:14]1[CH:15]=[C:16]([NH:20][C:21](=[O:29])OC2C=CC=CC=2)[CH:17]=[CH:18][CH:19]=1)(=[O:13])=[O:12].N[C:31]1[CH:54]=[CH:53][C:34]([O:35][C:36]2[C:45]3[C:40](=[CH:41][C:42]([O:48][CH2:49][CH2:50][O:51][CH3:52])=[C:43]([C:46]#[N:47])[CH:44]=3)[N:39]=[CH:38][CH:37]=2)=[CH:33][CH:32]=1. Given the product [C:46]([C:43]1[CH:44]=[C:45]2[C:40](=[CH:41][C:42]=1[O:48][CH2:49][CH2:50][O:51][CH3:52])[N:39]=[CH:38][CH:37]=[C:36]2[O:35][C:34]1[CH:53]=[CH:54][C:31]([N:20]([C:16]2[CH:17]=[CH:18][CH:19]=[C:14]([S:11]([CH3:10])(=[O:12])=[O:13])[CH:15]=2)[C:21]([NH2:4])=[O:29])=[CH:32][CH:33]=1)#[N:47], predict the reactants needed to synthesize it.